This data is from Forward reaction prediction with 1.9M reactions from USPTO patents (1976-2016). The task is: Predict the product of the given reaction. (1) The product is: [F:30][C:31]1[CH:32]=[N:33][C:34]([NH:37][C:38]2[S:39][C:14]3[CH2:13][CH2:12][N:11]([CH2:19][CH2:20][CH2:21][N:22]4[CH2:23][CH2:24][O:25][CH2:26][CH2:27]4)[C:10]4=[N:9][N:8]([CH2:7][C:6]5[CH:28]=[CH:29][C:3]([O:2][CH3:1])=[CH:4][CH:5]=5)[CH:17]=[C:16]4[C:15]=3[N:40]=2)=[N:35][CH:36]=1. Given the reactants [CH3:1][O:2][C:3]1[CH:29]=[CH:28][C:6]([CH2:7][N:8]2[CH:17]=[C:16]3[C:10]([N:11]([CH2:19][CH2:20][CH2:21][N:22]4[CH2:27][CH2:26][O:25][CH2:24][CH2:23]4)[CH2:12][CH2:13][CH2:14][C:15]3=O)=[N:9]2)=[CH:5][CH:4]=1.[F:30][C:31]1[CH:32]=[N:33][C:34]([NH:37][C:38]([NH2:40])=[S:39])=[N:35][CH:36]=1.II, predict the reaction product. (2) Given the reactants [OH-].[Na+].[CH3:3][O:4][C:5]1[CH:10]=[CH:9][CH:8]=[CH:7][C:6]=1[NH:11][C:12](=[S:14])[CH3:13], predict the reaction product. The product is: [CH3:3][O:4][C:5]1[C:6]2[N:11]=[C:12]([CH3:13])[S:14][C:7]=2[CH:8]=[CH:9][CH:10]=1. (3) The product is: [CH2:5]([N:9]1[C:13]([CH2:14][N:15]2[CH2:20][CH2:19][CH2:18][CH2:17][CH:16]2[C:21]2[CH:29]=[CH:28][C:24]([C:25]([NH2:27])=[O:26])=[C:23]([OH:30])[CH:22]=2)=[C:12]([Cl:32])[N:11]=[C:10]1[C:33]1[C:38]([CH3:39])=[CH:37][CH:36]=[CH:35][C:34]=1[CH3:40])[CH2:6][CH2:7][CH3:8]. Given the reactants BrB(Br)Br.[CH2:5]([N:9]1[C:13]([CH2:14][N:15]2[CH2:20][CH2:19][CH2:18][CH2:17][CH:16]2[C:21]2[CH:29]=[CH:28][C:24]([C:25]([NH2:27])=[O:26])=[C:23]([O:30]C)[CH:22]=2)=[C:12]([Cl:32])[N:11]=[C:10]1[C:33]1[C:38]([CH3:39])=[CH:37][CH:36]=[CH:35][C:34]=1[CH3:40])[CH2:6][CH2:7][CH3:8].O, predict the reaction product.